The task is: Regression. Given a peptide amino acid sequence and an MHC pseudo amino acid sequence, predict their binding affinity value. This is MHC class I binding data.. This data is from Peptide-MHC class I binding affinity with 185,985 pairs from IEDB/IMGT. (1) The peptide sequence is DEYLCVNAT. The MHC is HLA-A02:06 with pseudo-sequence HLA-A02:06. The binding affinity (normalized) is 0. (2) The peptide sequence is PEGPLGQLL. The MHC is HLA-B57:01 with pseudo-sequence HLA-B57:01. The binding affinity (normalized) is 0.213. (3) The peptide sequence is VTTHKYAGPY. The MHC is HLA-A68:02 with pseudo-sequence HLA-A68:02. The binding affinity (normalized) is 0. (4) The peptide sequence is SLMVNYHAI. The MHC is H-2-Db with pseudo-sequence H-2-Db. The binding affinity (normalized) is 0.621. (5) The peptide sequence is RWASGVSEI. The MHC is HLA-B18:01 with pseudo-sequence HLA-B18:01. The binding affinity (normalized) is 0.0847.